Dataset: Experimentally validated miRNA-target interactions with 360,000+ pairs, plus equal number of negative samples. Task: Binary Classification. Given a miRNA mature sequence and a target amino acid sequence, predict their likelihood of interaction. The miRNA is hsa-miR-3664-5p with sequence AACUCUGUCUUCACUCAUGAGU. The protein sequence of the target gene is MSWPRRLLLRYLFPALLLHGLGEGSALLHPDSRSHPRSLEKSAWRAFKESQCHHMLKHLHNGARITVQMPPTIEGHWVSTGCEVRSGPEFITRSYRFYHNNTFKAYQFYYGSNRCTNPTYTLIIRGKIRLRQASWIIRGGTEADYQLHNVQVICHTEAVAEKLGQQVNRTCPGFLADGGPWVQDVAYDLWREENGCECTKAVNFAMHELQLIRVEKQYLHHNLDHLVEELFLGDIHTDATQRMFYRPSSYQPPLQNAKNHDHACIACRIIYRSDEHHPPILPPKADLTIGLHGEWVSQRC.... Result: 0 (no interaction).